From a dataset of Forward reaction prediction with 1.9M reactions from USPTO patents (1976-2016). Predict the product of the given reaction. (1) Given the reactants C([O:8][C:9]1[C:10]2[CH:29]=[CH:28][CH:27]=[CH:26][C:11]=2[C:12]2[C@H:13]([CH2:24][Cl:25])[CH2:14][N:15]([C:18](=[O:23])[C:19]([F:22])([F:21])[F:20])[C:16]=2[CH:17]=1)C1C=CC=CC=1.C([O-])=O.[NH4+], predict the reaction product. The product is: [Cl:25][CH2:24][C@H:13]1[C:12]2[C:11]3[CH:26]=[CH:27][CH:28]=[CH:29][C:10]=3[C:9]([OH:8])=[CH:17][C:16]=2[N:15]([C:18](=[O:23])[C:19]([F:22])([F:20])[F:21])[CH2:14]1. (2) Given the reactants [C:1]1([CH2:7][CH:8]([C:10]2([C:16]3[CH:21]=[CH:20][CH:19]=[CH:18][CH:17]=3)SCCCS2)[OH:9])[CH:6]=[CH:5][CH:4]=[CH:3][CH:2]=1.C(#N)C.[OH2:25], predict the reaction product. The product is: [OH:9][CH:8]([CH2:7][C:1]1[CH:6]=[CH:5][CH:4]=[CH:3][CH:2]=1)[C:10]([C:16]1[CH:21]=[CH:20][CH:19]=[CH:18][CH:17]=1)=[O:25]. (3) The product is: [F:1][C:2]1[CH:3]=[C:4]([NH:9][C:10](=[O:22])[CH2:11][C:12]([NH:14][C:15]2[CH:20]=[CH:19][C:18]([F:21])=[CH:17][CH:16]=2)=[O:13])[CH:5]=[CH:6][C:7]=1[O:8][C:24]1[C:25]2[S:32][CH:31]=[CH:30][C:26]=2[N:27]=[CH:28][N:29]=1. Given the reactants [F:1][C:2]1[CH:3]=[C:4]([NH:9][C:10](=[O:22])[CH2:11][C:12]([NH:14][C:15]2[CH:20]=[CH:19][C:18]([F:21])=[CH:17][CH:16]=2)=[O:13])[CH:5]=[CH:6][C:7]=1[OH:8].Cl[C:24]1[C:25]2[S:32][CH:31]=[CH:30][C:26]=2[N:27]=[CH:28][N:29]=1.C(=O)([O-])[O-].[Cs+].[Cs+].CC(C)(C(=O)CC(=O)C(C)(C)C)C, predict the reaction product. (4) Given the reactants [CH:1]1[CH:6]=[C:5]([S-:7])[N+:4]([O-:8])=[CH:3][CH:2]=1.[CH:9]1[CH:14]=[C:13]([S-:15])[N+:12]([O-:16])=[CH:11][CH:10]=1.[Zn+2:17].CCO[Si](OCC)(OCC)OCC, predict the reaction product. The product is: [CH:1]1[CH:2]=[CH:3][N:4]([O-:8])[C:5](=[S:7])[CH:6]=1.[CH:9]1[CH:10]=[CH:11][N:12]([O-:16])[C:13](=[S:15])[CH:14]=1.[Zn+2:17]. (5) Given the reactants C(OC(N[C@H:9]([C:13]([CH2:17]C)([CH3:16])[CH2:14][CH3:15])[C:10](O)=O)=O)(C)(C)C.[O-]S([O-])(=O)=O.[Na+].[Na+].[NH2:26][CH:27]([C:34]1[CH:39]=[CH:38][CH:37]=[CH:36][CH:35]=1)[C:28]1[CH:33]=[CH:32][CH:31]=[CH:30][CH:29]=1, predict the reaction product. The product is: [CH2:9]([C:13]([CH3:17])([CH2:14][CH3:15])/[CH:16]=[N:26]/[CH:27]([C:28]1[CH:33]=[CH:32][CH:31]=[CH:30][CH:29]=1)[C:34]1[CH:39]=[CH:38][CH:37]=[CH:36][CH:35]=1)[CH3:10]. (6) Given the reactants Cl.[NH2:2][C@@H:3]([C:8]1[CH:13]=[CH:12][CH:11]=[CH:10][CH:9]=1)[C:4]([O:6]C)=O.[F:14][C:15]1[CH:20]=[CH:19][C:18]([Mg]Br)=[CH:17][CH:16]=1, predict the reaction product. The product is: [NH2:2][C@@H:3]([C:8]1[CH:13]=[CH:12][CH:11]=[CH:10][CH:9]=1)[C:4]([C:18]1[CH:19]=[CH:20][C:15]([F:14])=[CH:16][CH:17]=1)([C:18]1[CH:19]=[CH:20][C:15]([F:14])=[CH:16][CH:17]=1)[OH:6].